This data is from Catalyst prediction with 721,799 reactions and 888 catalyst types from USPTO. The task is: Predict which catalyst facilitates the given reaction. Reactant: [C:1]([CH2:3][NH:4][C:5]([CH:7]1[CH2:12][CH2:11][CH2:10][CH2:9][N:8]1[C:13]1[CH:14]=[C:15]([C:19]2[CH:24]=[CH:23][C:22]([N:25]3[CH2:30][CH2:29][N:28](C(OC(C)(C)C)=O)[CH2:27][CH2:26]3)=[CH:21][CH:20]=2)[CH:16]=[CH:17][CH:18]=1)=[O:6])#[N:2].CS(O)(=O)=O. Product: [C:1]([CH2:3][NH:4][C:5]([CH:7]1[CH2:12][CH2:11][CH2:10][CH2:9][N:8]1[C:13]1[CH:14]=[C:15]([C:19]2[CH:24]=[CH:23][C:22]([N:25]3[CH2:26][CH2:27][NH:28][CH2:29][CH2:30]3)=[CH:21][CH:20]=2)[CH:16]=[CH:17][CH:18]=1)=[O:6])#[N:2]. The catalyst class is: 12.